This data is from Reaction yield outcomes from USPTO patents with 853,638 reactions. The task is: Predict the reaction yield, written as a fraction of the theoretical maximum amount of product (1.0 means a 100% yield; for example, 0.34 means a 34% yield). The reactants are [CH3:1][C:2]1[C:7]([O:8][C:9]2[C:10]([NH:22][C:23]3[S:27][N:26]=[C:25]([CH:28]4[CH2:32][O:31]C5(CCCCC5)[O:29]4)[N:24]=3)=[N:11][CH:12]=[C:13]([S:15][C:16]3[CH:21]=[CH:20][CH:19]=[CH:18][N:17]=3)[CH:14]=2)=[C:6]([CH3:38])[CH:5]=[CH:4][N:3]=1.[ClH:39].CCOCC. The catalyst is C(O)C. The product is [ClH:39].[CH3:1][C:2]1[C:7]([O:8][C:9]2[C:10]([NH:22][C:23]3[S:27][N:26]=[C:25]([C@H:28]([OH:29])[CH2:32][OH:31])[N:24]=3)=[N:11][CH:12]=[C:13]([S:15][C:16]3[CH:21]=[CH:20][CH:19]=[CH:18][N:17]=3)[CH:14]=2)=[C:6]([CH3:38])[CH:5]=[CH:4][N:3]=1. The yield is 0.619.